Dataset: NCI-60 drug combinations with 297,098 pairs across 59 cell lines. Task: Regression. Given two drug SMILES strings and cell line genomic features, predict the synergy score measuring deviation from expected non-interaction effect. Drug 1: CS(=O)(=O)CCNCC1=CC=C(O1)C2=CC3=C(C=C2)N=CN=C3NC4=CC(=C(C=C4)OCC5=CC(=CC=C5)F)Cl. Drug 2: C1CCC(C(C1)N)N.C(=O)(C(=O)[O-])[O-].[Pt+4]. Cell line: U251. Synergy scores: CSS=29.2, Synergy_ZIP=-6.42, Synergy_Bliss=-0.554, Synergy_Loewe=-7.60, Synergy_HSA=0.524.